From a dataset of Forward reaction prediction with 1.9M reactions from USPTO patents (1976-2016). Predict the product of the given reaction. (1) Given the reactants [O:1]1[CH2:6][CH:5]=[C:4]([C:7]2[CH:8]=[CH:9][C:10]([F:26])=[C:11]([C@:13]3([CH3:25])[C:19]([F:21])([F:20])[C:18]([CH3:23])([CH3:22])[O:17][CH2:16][C:15](=O)[NH:14]3)[CH:12]=2)[CH2:3][CH2:2]1.COC1C=CC(P2(SP(C3C=CC(OC)=CC=3)(=S)S2)=[S:36])=CC=1, predict the reaction product. The product is: [O:1]1[CH2:6][CH:5]=[C:4]([C:7]2[CH:8]=[CH:9][C:10]([F:26])=[C:11]([C@:13]3([CH3:25])[C:19]([F:21])([F:20])[C:18]([CH3:23])([CH3:22])[O:17][CH2:16][C:15](=[S:36])[NH:14]3)[CH:12]=2)[CH2:3][CH2:2]1. (2) Given the reactants [C:1]([C:3]1[C:11]2[C:10]([C:12]([OH:14])=O)=[N:9][C:8]([S:15][CH3:16])=[N:7][C:6]=2[N:5]([CH2:17][O:18][CH2:19][CH2:20][Si:21]([CH3:24])([CH3:23])[CH3:22])[CH:4]=1)#[N:2].[CH2:25]1[C:33]2[C:28](=[CH:29][CH:30]=[CH:31][CH:32]=2)[CH2:27][NH:26]1.CN(C(ON1N=NC2C=CC=CC1=2)=[N+](C)C)C.F[P-](F)(F)(F)(F)F.CCN(C(C)C)C(C)C, predict the reaction product. The product is: [CH2:25]1[C:33]2[C:28](=[CH:29][CH:30]=[CH:31][CH:32]=2)[CH2:27][N:26]1[C:12]([C:10]1[C:11]2[C:3]([C:1]#[N:2])=[CH:4][N:5]([CH2:17][O:18][CH2:19][CH2:20][Si:21]([CH3:23])([CH3:24])[CH3:22])[C:6]=2[N:7]=[C:8]([S:15][CH3:16])[N:9]=1)=[O:14]. (3) Given the reactants [O:1]1[C:7]2[CH:8]=[CH:9][CH:10]=[CH:11][C:6]=2[N:5]([C:12]([O:14][C:15]([CH3:18])([CH3:17])[CH3:16])=[O:13])[CH2:4][CH2:3][CH2:2]1.CN(C)CCN(C)C.C([Li])(CC)C.CN(C)[CH:34]=[O:35], predict the reaction product. The product is: [CH:34]([C:11]1[C:6]2[N:5]([C:12]([O:14][C:15]([CH3:18])([CH3:17])[CH3:16])=[O:13])[CH2:4][CH2:3][CH2:2][O:1][C:7]=2[CH:8]=[CH:9][CH:10]=1)=[O:35].